This data is from Reaction yield outcomes from USPTO patents with 853,638 reactions. The task is: Predict the reaction yield, written as a fraction of the theoretical maximum amount of product (1.0 means a 100% yield; for example, 0.34 means a 34% yield). (1) The reactants are [F:1][C:2]1[CH:7]=[CH:6][CH:5]=[C:4]([F:8])[C:3]=1[N:9]1[C:14]2[N:15]=[C:16]([NH:28][CH2:29][CH2:30][N:31]([CH3:33])[CH3:32])[N:17]=[C:18]([C:19]3[CH:20]=[C:21]([CH:25]=[CH:26][CH:27]=3)[C:22](O)=[O:23])[C:13]=2[CH2:12][NH:11][C:10]1=[O:34].[CH3:35][NH:36][CH3:37].CN(C(ON1N=NC2C=CC=NC1=2)=[N+](C)C)C.F[P-](F)(F)(F)(F)F.C(N(C(C)C)CC)(C)C. The catalyst is C(Cl)Cl.O. The product is [F:8][C:4]1[CH:5]=[CH:6][CH:7]=[C:2]([F:1])[C:3]=1[N:9]1[C:14]2[N:15]=[C:16]([NH:28][CH2:29][CH2:30][N:31]([CH3:32])[CH3:33])[N:17]=[C:18]([C:19]3[CH:20]=[C:21]([CH:25]=[CH:26][CH:27]=3)[C:22]([N:36]([CH3:37])[CH3:35])=[O:23])[C:13]=2[CH2:12][NH:11][C:10]1=[O:34]. The yield is 0.410. (2) The reactants are [F:1][C:2]1[CH:7]=[CH:6][C:5]([C:8]2[NH:9][C:10]3[C:15]([C:16]=2[C:17](=[O:20])[NH:18][CH3:19])=[CH:14][C:13]([C:21]2[CH:22]=[C:23]([CH:27]=[CH:28][CH:29]=2)[C:24]([OH:26])=O)=[CH:12][CH:11]=3)=[CH:4][CH:3]=1.CCN(C(C)C)C(C)C.[C:39]([NH2:48])([C:42]1[CH:47]=[CH:46][CH:45]=[CH:44][CH:43]=1)([CH3:41])[CH3:40].CN(C(ON1N=NC2C=CC=NC1=2)=[N+](C)C)C.F[P-](F)(F)(F)(F)F. The catalyst is ClCCCl.CN(C=O)C. The product is [F:1][C:2]1[CH:3]=[CH:4][C:5]([C:8]2[NH:9][C:10]3[C:15]([C:16]=2[C:17]([NH:18][CH3:19])=[O:20])=[CH:14][C:13]([C:21]2[CH:29]=[CH:28][CH:27]=[C:23]([C:24](=[O:26])[NH:48][C:39]([C:42]4[CH:47]=[CH:46][CH:45]=[CH:44][CH:43]=4)([CH3:41])[CH3:40])[CH:22]=2)=[CH:12][CH:11]=3)=[CH:6][CH:7]=1. The yield is 0.680. (3) The yield is 0.560. No catalyst specified. The product is [C:11]12([C:3]3[CH:4]=[C:5]([CH:8]=[CH:9][C:2]=3[OH:1])[CH:6]=[O:7])[CH2:16][CH:15]3[CH2:4][CH:5]([CH2:8][CH:13]([CH2:14]3)[CH2:12]1)[CH2:6]2. The reactants are [OH:1][C:2]1[CH:9]=[CH:8][C:5]([CH:6]=[O:7])=[CH:4][CH:3]=1.Br[C:11]1[CH:16]=[CH:15][C:14](O)=[CH:13][CH:12]=1. (4) The reactants are [C:1]([C:5]1[CH:10]=[C:9]([N+:11]([O-])=O)[CH:8]=[C:7]([C:14]([CH3:17])([CH3:16])[CH3:15])[C:6]=1[OH:18])([CH3:4])([CH3:3])[CH3:2]. The catalyst is CO.[Pd]. The product is [C:1]([C:5]1[CH:10]=[C:9]([NH2:11])[CH:8]=[C:7]([C:14]([CH3:17])([CH3:16])[CH3:15])[C:6]=1[OH:18])([CH3:4])([CH3:3])[CH3:2]. The yield is 0.480. (5) The reactants are [N:1]1([C:12]([O:14][CH2:15][C:16]2[CH:21]=[CH:20][CH:19]=[CH:18][CH:17]=2)=[O:13])[CH2:6][CH2:5][CH2:4][CH:3]([C:7]([O:9][CH2:10][CH3:11])=[O:8])[CH2:2]1.[CH3:22][Si]([N-][Si](C)(C)C)(C)C.[Li+].CI.[Cl-].[NH4+]. The catalyst is C1COCC1. The product is [CH3:22][C:3]1([C:7]([O:9][CH2:10][CH3:11])=[O:8])[CH2:4][CH2:5][CH2:6][N:1]([C:12]([O:14][CH2:15][C:16]2[CH:21]=[CH:20][CH:19]=[CH:18][CH:17]=2)=[O:13])[CH2:2]1. The yield is 0.980. (6) The catalyst is C(O)(=O)C.C1COCC1.O. The yield is 0.700. The product is [CH2:1]([N:8]1[CH2:13][CH2:12][CH:11]([N:14]2[CH2:18][C:17]3=[CH:19][N:20]=[C:21]([CH2:22][OH:23])[N:16]3[C:15]2=[O:31])[CH2:10][CH2:9]1)[C:2]1[CH:3]=[CH:4][CH:5]=[CH:6][CH:7]=1. The reactants are [CH2:1]([N:8]1[CH2:13][CH2:12][CH:11]([N:14]2[CH2:18][C:17]3=[CH:19][N:20]=[C:21]([CH2:22][O:23][Si](C(C)(C)C)(C)C)[N:16]3[C:15]2=[O:31])[CH2:10][CH2:9]1)[C:2]1[CH:7]=[CH:6][CH:5]=[CH:4][CH:3]=1. (7) The reactants are [CH2:1]([O:3][C:4]([C:6]1[S:10][C:9]([NH2:11])=[N:8][CH:7]=1)=[O:5])[CH3:2].[C:12]([O:16][C:17]([O:19]C(OC(C)(C)C)=O)=[O:18])([CH3:15])([CH3:14])[CH3:13].O1CCC[CH2:28]1. The catalyst is CN(C)C1C=CN=CC=1. The product is [CH2:1]([O:3][C:4]([C:6]1[S:10][C:9]([NH:11][O:19][C:17]([O:16][C:12]([CH3:15])([CH3:14])[CH3:13])=[O:18])=[N:8][C:7]=1[CH3:28])=[O:5])[CH3:2]. The yield is 0.700.